From a dataset of Experimental lipophilicity measurements (octanol/water distribution) for 4,200 compounds from AstraZeneca. Regression/Classification. Given a drug SMILES string, predict its absorption, distribution, metabolism, or excretion properties. Task type varies by dataset: regression for continuous measurements (e.g., permeability, clearance, half-life) or binary classification for categorical outcomes (e.g., BBB penetration, CYP inhibition). For this dataset (lipophilicity_astrazeneca), we predict Y. (1) The molecule is CNC(=O)c1[nH]cnc1C(=O)Nc1ccc(OC)cc1. The Y is 2.20 logD. (2) The Y is 2.91 logD. The drug is CC(=O)Nc1ccc(-c2ccnc(Nc3ccc(N4CCOCC4)cc3)n2)cc1. (3) The drug is N#CCNC(=O)[C@@H]1CCCC[C@H]1C(=O)N1CCN(c2ccc(F)cc2)CC1. The Y is 1.92 logD.